From a dataset of Full USPTO retrosynthesis dataset with 1.9M reactions from patents (1976-2016). Predict the reactants needed to synthesize the given product. (1) Given the product [Cl:1][C:2]1[CH:3]=[C:4]2[C:8](=[CH:9][CH:10]=1)[N:7]([CH:33]=[C:34]([C:36]1[CH:41]=[CH:40][C:39]([O:42][CH3:43])=[C:38]([F:44])[CH:37]=1)[CH3:35])[C:6]1[CH2:11][N:12]([CH3:15])[CH2:13][CH2:14][C:5]2=1, predict the reactants needed to synthesize it. The reactants are: [Cl:1][C:2]1[CH:3]=[C:4]2[C:8](=[CH:9][CH:10]=1)[NH:7][C:6]1[CH2:11][N:12]([CH3:15])[CH2:13][CH2:14][C:5]2=1.N1CCC[C@H]1C(O)=O.[O-]P([O-])([O-])=O.[K+].[K+].[K+].Br[CH:33]=[C:34]([C:36]1[CH:41]=[CH:40][C:39]([O:42][CH3:43])=[C:38]([F:44])[CH:37]=1)[CH3:35]. (2) The reactants are: Cl[C:2]1[N:7]=[C:6]([O:8][C@@H:9]([C@H:11]2[CH2:15][NH:14][C:13](=[O:16])[CH2:12]2)[CH3:10])[C:5]2[N:17]([CH:20]3[CH2:22][CH2:21]3)[CH:18]=[N:19][C:4]=2[CH:3]=1.BrC1N=C(O[C@@H]([C@H]2CNC(=O)C2)C)C2N(C3CC3)C=NC=2C=1.[O:45]1[CH2:48][CH:47]([N:49]2[CH2:54][CH2:53][CH:52]([C:55]3[CH:60]=[CH:59][C:58](B4OC(C)(C)C(C)(C)O4)=[CH:57][CH:56]=3)[CH2:51][CH2:50]2)[CH2:46]1. Given the product [CH:20]1([N:17]2[C:5]3[C:6]([O:8][C@@H:9]([C@H:11]4[CH2:15][NH:14][C:13](=[O:16])[CH2:12]4)[CH3:10])=[N:7][C:2]([C:58]4[CH:57]=[CH:56][C:55]([CH:52]5[CH2:53][CH2:54][N:49]([CH:47]6[CH2:46][O:45][CH2:48]6)[CH2:50][CH2:51]5)=[CH:60][CH:59]=4)=[CH:3][C:4]=3[N:19]=[CH:18]2)[CH2:22][CH2:21]1, predict the reactants needed to synthesize it. (3) Given the product [CH2:65]([S:62]([N:59]1[CH2:58][CH2:57][CH:56]([C:40]2[C:39]3[C:43](=[C:44]([C:46]#[N:47])[CH:45]=[C:37]([N:2]([CH3:1])[C:3]4[CH:8]=[CH:7][CH:6]=[CH:5][CH:4]=4)[CH:38]=3)[N:42]([CH2:48][O:49][CH2:50][CH2:51][Si:52]([CH3:55])([CH3:53])[CH3:54])[CH:41]=2)[CH2:61][CH2:60]1)(=[O:63])=[O:64])[CH3:66], predict the reactants needed to synthesize it. The reactants are: [CH3:1][NH:2][C:3]1[CH:8]=[CH:7][CH:6]=[CH:5][CH:4]=1.CC(C)([O-])C.[Na+].C(P(C(C)(C)C)C1C=CC=CC=1C1C=CC=CC=1)(C)(C)C.Br[C:37]1[CH:38]=[C:39]2[C:43](=[C:44]([C:46]#[N:47])[CH:45]=1)[N:42]([CH2:48][O:49][CH2:50][CH2:51][Si:52]([CH3:55])([CH3:54])[CH3:53])[CH:41]=[C:40]2[CH:56]1[CH2:61][CH2:60][N:59]([S:62]([CH2:65][CH3:66])(=[O:64])=[O:63])[CH2:58][CH2:57]1. (4) The reactants are: [Cl:1][C:2]1[C:3]([F:31])=[C:4]([C@@H:8]2[C@:12]([C:15]3[CH:20]=[CH:19][C:18]([Cl:21])=[CH:17][C:16]=3[F:22])([C:13]#[N:14])[C@H:11]([CH2:23][C:24]([CH3:27])([CH3:26])[CH3:25])[NH:10][C@H:9]2[C:28]([OH:30])=O)[CH:5]=[CH:6][CH:7]=1.C(N(CC)C(C)C)(C)C.Cl.[NH2:42][C:43]1[CH:48]=[CH:47][C:46]([N:49]2[CH2:53][CH2:52][CH2:51][CH:50]2[C:54]([O:56][CH3:57])=[O:55])=[CH:45][CH:44]=1.CN(C(ON1N=NC2C=CC=NC1=2)=[N+](C)C)C.F[P-](F)(F)(F)(F)F. Given the product [Cl:1][C:2]1[C:3]([F:31])=[C:4]([C@@H:8]2[C@:12]([C:15]3[CH:20]=[CH:19][C:18]([Cl:21])=[CH:17][C:16]=3[F:22])([C:13]#[N:14])[C@H:11]([CH2:23][C:24]([CH3:26])([CH3:25])[CH3:27])[NH:10][C@H:9]2[C:28]([NH:42][C:43]2[CH:48]=[CH:47][C:46]([N:49]3[CH2:53][CH2:52][CH2:51][CH:50]3[C:54]([O:56][CH3:57])=[O:55])=[CH:45][CH:44]=2)=[O:30])[CH:5]=[CH:6][CH:7]=1, predict the reactants needed to synthesize it. (5) Given the product [F:15][C:3]1[CH:4]=[C:5]2[C:9](=[CH:10][C:2]=1[NH:1][C:16](=[O:23])[C:17]1[CH:22]=[CH:21][CH:20]=[N:19][CH:18]=1)[N:8]([CH3:11])[C:7](=[O:12])[C:6]2([CH3:13])[CH3:14], predict the reactants needed to synthesize it. The reactants are: [NH2:1][C:2]1[CH:10]=[C:9]2[C:5]([C:6]([CH3:14])([CH3:13])[C:7](=[O:12])[N:8]2[CH3:11])=[CH:4][C:3]=1[F:15].[C:16](O)(=[O:23])[C:17]1[CH:22]=[CH:21][CH:20]=[N:19][CH:18]=1. (6) Given the product [Cl:11][CH2:12][C:13]#[C:14][CH2:15][N:6]1[CH:7]=[CH:8][C:4]([N+:1]([O-:3])=[O:2])=[N:5]1, predict the reactants needed to synthesize it. The reactants are: [N+:1]([C:4]1[CH:8]=[CH:7][NH:6][N:5]=1)([O-:3])=[O:2].[H-].[Na+].[Cl:11][CH2:12][C:13]#[C:14][CH2:15]Cl.